From a dataset of Reaction yield outcomes from USPTO patents with 853,638 reactions. Predict the reaction yield, written as a fraction of the theoretical maximum amount of product (1.0 means a 100% yield; for example, 0.34 means a 34% yield). The reactants are Cl.[NH2:2]N.[OH-].[Na+].C[N:7]([CH:9]=[C:10]1[C:15](=[O:16])[CH2:14][CH2:13][CH2:12][C:11]1=O)C. The catalyst is CO. The product is [NH:2]1[C:11]2[CH2:12][CH2:13][CH2:14][C:15](=[O:16])[C:10]=2[CH:9]=[N:7]1. The yield is 0.880.